Dataset: Catalyst prediction with 721,799 reactions and 888 catalyst types from USPTO. Task: Predict which catalyst facilitates the given reaction. (1) Reactant: [N:1]1([C:7]([O:9][C:10]([CH3:13])([CH3:12])[CH3:11])=[O:8])[CH2:6][CH2:5][NH:4][CH2:3][CH2:2]1.[CH:14]1([CH2:17][NH:18][C:19](=[O:30])[NH:20][C:21]2[CH:29]=[CH:28][C:24]([C:25](O)=[O:26])=[CH:23][CH:22]=2)[CH2:16][CH2:15]1.C(N(CC)CC)C.CCCP1(OP(CCC)(=O)OP(CCC)(=O)O1)=O.C(=O)([O-])O.[Na+]. Product: [CH:14]1([CH2:17][NH:18][C:19](=[O:30])[NH:20][C:21]2[CH:22]=[CH:23][C:24]([C:25]([N:4]3[CH2:5][CH2:6][N:1]([C:7]([O:9][C:10]([CH3:13])([CH3:12])[CH3:11])=[O:8])[CH2:2][CH2:3]3)=[O:26])=[CH:28][CH:29]=2)[CH2:16][CH2:15]1. The catalyst class is: 4. (2) Reactant: Br[C:2]1[CH:11]=[CH:10][C:9]2[N:8]=[CH:7][C:6]3[N:12]([CH3:29])[C:13](=[N:26][C:27]#[N:28])[N:14]([C:15]4[CH:20]=[CH:19][C:18]([C:21]([C:24]#[N:25])([CH3:23])[CH3:22])=[CH:17][CH:16]=4)[C:5]=3[C:4]=2[CH:3]=1.[F:30][C:31]1[CH:36]=[C:35]([F:37])[CH:34]=[CH:33][C:32]=1[S:38]([NH:41][C:42]1[C:43]([O:57][CH3:58])=[N:44][CH:45]=[C:46](B2OC(C)(C)C(C)(C)O2)[CH:47]=1)(=[O:40])=[O:39].C(=O)([O-])[O-].[Na+].[Na+]. Product: [C:27]([N:26]=[C:13]1[N:12]([CH3:29])[C:6]2[CH:7]=[N:8][C:9]3[CH:10]=[CH:11][C:2]([C:46]4[CH:47]=[C:42]([NH:41][S:38]([C:32]5[CH:33]=[CH:34][C:35]([F:37])=[CH:36][C:31]=5[F:30])(=[O:40])=[O:39])[C:43]([O:57][CH3:58])=[N:44][CH:45]=4)=[CH:3][C:4]=3[C:5]=2[N:14]1[C:15]1[CH:16]=[CH:17][C:18]([C:21]([C:24]#[N:25])([CH3:22])[CH3:23])=[CH:19][CH:20]=1)#[N:28]. The catalyst class is: 3. (3) Reactant: [OH:1][CH2:2][CH2:3][CH2:4][NH:5][C:6](=[O:11])[C:7]([F:10])([F:9])[F:8].CC(OI1(OC(C)=O)(OC(C)=O)OC(=O)C2C=CC=CC1=2)=O.C([O-])(O)=O.[Na+].CCOCC. Product: [O:1]=[CH:2][CH2:3][CH2:4][NH:5][C:6](=[O:11])[C:7]([F:9])([F:10])[F:8]. The catalyst class is: 2. (4) Reactant: [Cl:1][C:2]1[CH:25]=[CH:24][C:5]([CH2:6][NH:7][C:8](=[O:23])[CH2:9][CH2:10][C:11]2[CH:16]=[CH:15][C:14]([O:17][CH2:18][C:19]#[CH:20])=[C:13]([O:21][CH3:22])[CH:12]=2)=[CH:4][CH:3]=1.[CH3:26]N(C)C=O.[H-].[Na+].CI. Product: [Cl:1][C:2]1[CH:25]=[CH:24][C:5]([CH2:6][N:7]([CH3:26])[C:8](=[O:23])[CH2:9][CH2:10][C:11]2[CH:16]=[CH:15][C:14]([O:17][CH2:18][C:19]#[CH:20])=[C:13]([O:21][CH3:22])[CH:12]=2)=[CH:4][CH:3]=1. The catalyst class is: 6.